From a dataset of Forward reaction prediction with 1.9M reactions from USPTO patents (1976-2016). Predict the product of the given reaction. Given the reactants [Br:1][C:2]1[CH:28]=[CH:27][C:5]([CH2:6][C:7]23[CH2:14][CH2:13][CH2:12][N:11]2[C:10](=[O:15])[N:9]([C:16]2[CH:21]=[C:20]([Cl:22])[C:19]([O:23]C)=[C:18]([Cl:25])[CH:17]=2)[C:8]3=[O:26])=[CH:4][CH:3]=1, predict the reaction product. The product is: [Br:1][C:2]1[CH:3]=[CH:4][C:5]([CH2:6][C:7]23[CH2:14][CH2:13][CH2:12][N:11]2[C:10](=[O:15])[N:9]([C:16]2[CH:21]=[C:20]([Cl:22])[C:19]([OH:23])=[C:18]([Cl:25])[CH:17]=2)[C:8]3=[O:26])=[CH:27][CH:28]=1.